This data is from Cav3 T-type calcium channel HTS with 100,875 compounds. The task is: Binary Classification. Given a drug SMILES string, predict its activity (active/inactive) in a high-throughput screening assay against a specified biological target. (1) The compound is Fc1ccc(Nc2nc(N3CCN(CC3)c3ccc(OC)cc3)nc(OC)n2)cc1. The result is 0 (inactive). (2) The drug is O=C(NC1CCCCCC1)CCCCn1c(=O)c2c([nH]c1=O)cc(OCC)c(OCC)c2. The result is 0 (inactive). (3) The compound is O=c1c(CCC(=O)C)c([nH]c2c1cccc2)C. The result is 0 (inactive).